Dataset: Reaction yield outcomes from USPTO patents with 853,638 reactions. Task: Predict the reaction yield, written as a fraction of the theoretical maximum amount of product (1.0 means a 100% yield; for example, 0.34 means a 34% yield). (1) The reactants are [C:1]1([C@@H:7]([NH:9][C:10]2[N:15]=[C:14]([N:16]3[C:20]4[CH:21]=[CH:22][C:23]([NH2:25])=[CH:24][C:19]=4[N:18]=[CH:17]3)[CH:13]=[N:12][CH:11]=2)[CH3:8])[CH:6]=[CH:5][CH:4]=[CH:3][CH:2]=1.Cl.[C:27](Cl)(=[O:34])[C:28]1[CH:33]=[CH:32][N:31]=[CH:30][CH:29]=1. No catalyst specified. The product is [C:1]1([C@@H:7]([NH:9][C:10]2[N:15]=[C:14]([N:16]3[C:20]4[CH:21]=[CH:22][C:23]([NH:25][C:27](=[O:34])[C:28]5[CH:33]=[CH:32][N:31]=[CH:30][CH:29]=5)=[CH:24][C:19]=4[N:18]=[CH:17]3)[CH:13]=[N:12][CH:11]=2)[CH3:8])[CH:6]=[CH:5][CH:4]=[CH:3][CH:2]=1. The yield is 0.230. (2) The product is [CH3:28][O:29][C:30](=[O:41])[C@@H:31]([NH:40][C:14]([C:13]1[CH:12]=[C:11]2[C:7]([CH:8]=[N:9][N:10]2[CH2:17][CH:18]([CH3:20])[CH3:19])=[CH:6][C:5]=1[O:4][C:3]1[CH:21]=[CH:22][C:23]([F:25])=[CH:24][C:2]=1[F:1])=[O:15])[CH2:32][CH2:33][N:34]1[CH2:39][CH2:38][CH2:37][CH2:36][CH2:35]1. The yield is 0.670. The catalyst is ClCCl. The reactants are [F:1][C:2]1[CH:24]=[C:23]([F:25])[CH:22]=[CH:21][C:3]=1[O:4][C:5]1[CH:6]=[C:7]2[C:11](=[CH:12][C:13]=1[C:14](O)=[O:15])[N:10]([CH2:17][CH:18]([CH3:20])[CH3:19])[N:9]=[CH:8]2.Cl.Cl.[CH3:28][O:29][C:30](=[O:41])[C@@H:31]([NH2:40])[CH2:32][CH2:33][N:34]1[CH2:39][CH2:38][CH2:37][CH2:36][CH2:35]1.CCN=C=NCCCN(C)C.C1C=CC2N(O)N=NC=2C=1.CCN(C(C)C)C(C)C.